From a dataset of Reaction yield outcomes from USPTO patents with 853,638 reactions. Predict the reaction yield, written as a fraction of the theoretical maximum amount of product (1.0 means a 100% yield; for example, 0.34 means a 34% yield). (1) The catalyst is C(Cl)Cl. The yield is 0.150. The reactants are [NH2:1][CH:2]([CH2:5][CH2:6][CH2:7][CH3:8])[CH2:3][OH:4].C(NC(C)C)(C)C.[C:16](O[C:16]([O:18][C:19]([CH3:22])([CH3:21])[CH3:20])=[O:17])([O:18][C:19]([CH3:22])([CH3:21])[CH3:20])=[O:17]. The product is [C:19]([O:18][C:16](=[O:17])[NH:1][CH:2]([CH2:3][OH:4])[CH2:5][CH2:6][CH2:7][CH3:8])([CH3:22])([CH3:21])[CH3:20]. (2) The reactants are [NH2:1][C:2]1[CH:3]=[C:4]2[C:20](=[O:21])[NH:19][N:18]=[CH:17][C:6]3=[C:7]([C:11]4[CH:16]=[CH:15][CH:14]=[CH:13][CH:12]=4)[NH:8][C:9]([CH:10]=1)=[C:5]23.[F:22][C:23]1[C:24]([CH3:32])=[C:25]([CH:29]=[CH:30][CH:31]=1)[C:26](O)=[O:27].C(N(CC)CC)C.F[P-](F)(F)(F)(F)F.N1(OC(N(C)C)=[N+](C)C)C2N=CC=CC=2N=N1. The catalyst is C(Cl)Cl.CO.CN(C)C=O. The product is [F:22][C:23]1[C:24]([CH3:32])=[C:25]([CH:29]=[CH:30][CH:31]=1)[C:26]([NH:1][C:2]1[CH:3]=[C:4]2[C:20](=[O:21])[NH:19][N:18]=[CH:17][C:6]3=[C:7]([C:11]4[CH:12]=[CH:13][CH:14]=[CH:15][CH:16]=4)[NH:8][C:9]([CH:10]=1)=[C:5]23)=[O:27]. The yield is 0.330. (3) The reactants are C1(C(=[N:14][CH2:15][C:16]([O:18][CH2:19][CH3:20])=[O:17])C2C=CC=CC=2)C=CC=CC=1.[H-].[Na+].[Br:23][C:24]1[CH:25]=[C:26]([Cl:31])[C:27](Cl)=[N:28][CH:29]=1. The catalyst is CN(C=O)C. The product is [NH2:14][CH:15]([C:27]1[C:26]([Cl:31])=[CH:25][C:24]([Br:23])=[CH:29][N:28]=1)[C:16]([O:18][CH2:19][CH3:20])=[O:17]. The yield is 0.200. (4) The reactants are C(O[C:6](=O)[N:7]([CH2:9][CH:10]([NH:17][C:18]1[C:27]2[C:22](=[C:23]([C:30](=[O:32])[NH2:31])[CH:24]=[C:25]([O:28][CH3:29])[CH:26]=2)[N:21]=[CH:20][N:19]=1)[C:11]1[CH:16]=[CH:15][CH:14]=[CH:13][CH:12]=1)C)(C)(C)C.C1COCC1.Cl. The catalyst is O1CCOCC1. The product is [CH3:29][O:28][C:25]1[CH:26]=[C:27]2[C:22](=[C:23]([C:30]([NH2:31])=[O:32])[CH:24]=1)[N:21]=[CH:20][N:19]=[C:18]2[NH:17][CH:10]([C:11]1[CH:16]=[CH:15][CH:14]=[CH:13][CH:12]=1)[CH2:9][NH:7][CH3:6]. The yield is 1.00. (5) The reactants are [CH:1]1([CH:7]([NH:18][C:19]2[CH:28]=[CH:27][C:22]([C:23]([O:25]C)=[O:24])=[CH:21][CH:20]=2)[C:8]2[S:16][C:15]3[C:10](=[N:11][CH:12]=[CH:13][CH:14]=3)[C:9]=2[CH3:17])[CH2:6][CH2:5][CH2:4][CH2:3][CH2:2]1.O1CCCC1.[OH-].[Na+]. The catalyst is C(O)C. The product is [CH:1]1([CH:7]([NH:18][C:19]2[CH:20]=[CH:21][C:22]([C:23]([OH:25])=[O:24])=[CH:27][CH:28]=2)[C:8]2[S:16][C:15]3[C:10](=[N:11][CH:12]=[CH:13][CH:14]=3)[C:9]=2[CH3:17])[CH2:6][CH2:5][CH2:4][CH2:3][CH2:2]1. The yield is 0.640. (6) The reactants are C([O:8][C:9]1[CH:14]=[CH:13][C:12]([C:15]2[O:16][C:17]([CH3:36])=[C:18]([CH2:20][CH2:21][O:22][C:23]3[CH:35]=[CH:34][C:26]([O:27][C:28]([CH3:33])([CH3:32])[C:29]([OH:31])=[O:30])=[CH:25][CH:24]=3)[N:19]=2)=[CH:11][CH:10]=1)C1C=CC=CC=1. The catalyst is [Pd].O1CCCC1.CO.C(Cl)Cl. The product is [OH:8][C:9]1[CH:14]=[CH:13][C:12]([C:15]2[O:16][C:17]([CH3:36])=[C:18]([CH2:20][CH2:21][O:22][C:23]3[CH:35]=[CH:34][C:26]([O:27][C:28]([CH3:32])([CH3:33])[C:29]([OH:31])=[O:30])=[CH:25][CH:24]=3)[N:19]=2)=[CH:11][CH:10]=1. The yield is 0.370.